This data is from Forward reaction prediction with 1.9M reactions from USPTO patents (1976-2016). The task is: Predict the product of the given reaction. Given the reactants [Cl:1][C:2]1[C:3]2[CH:10]=[C:9]([I:11])[S:8][C:4]=2[N:5]=[CH:6][N:7]=1.C1C(=O)N([Br:19])C(=O)C1, predict the reaction product. The product is: [Br:19][C:10]1[C:3]2[C:2]([Cl:1])=[N:7][CH:6]=[N:5][C:4]=2[S:8][C:9]=1[I:11].